This data is from Full USPTO retrosynthesis dataset with 1.9M reactions from patents (1976-2016). The task is: Predict the reactants needed to synthesize the given product. (1) Given the product [Cl:13][C:14]1[CH:21]=[CH:20][CH:19]=[CH:18][C:15]=1[CH2:16][N:10]1[CH:9]=[CH:8][CH:7]=[C:3]([C:4]([OH:6])=[O:5])[C:2]1=[O:1], predict the reactants needed to synthesize it. The reactants are: [OH:1][C:2]1[N:10]=[CH:9][CH:8]=[CH:7][C:3]=1[C:4]([OH:6])=[O:5].[OH-].[Na+].[Cl:13][C:14]1[CH:21]=[CH:20][CH:19]=[CH:18][C:15]=1[CH2:16]Cl. (2) Given the product [C:29]([OH:2])(=[O:30])[CH3:31].[CH2:20]([NH:19][C:17]1[NH:16][C:14]([NH:13][CH2:12][CH:6]2[CH2:7][CH2:8][CH2:9][CH2:10][CH2:11]2)=[N:15][C:29]([CH3:31])([CH3:28])[N:18]=1)[CH2:21][CH2:22][CH2:23][CH2:24][CH2:25][CH2:26][CH3:27], predict the reactants needed to synthesize it. The reactants are: C[OH:2].Cl.Cl.Cl.[CH:6]1([CH2:12][NH:13][C:14]([NH:16][C:17]([NH:19][CH2:20][CH2:21][CH2:22][CH2:23][CH2:24][CH2:25][CH2:26][CH3:27])=[NH:18])=[NH:15])[CH2:11][CH2:10][CH2:9][CH2:8][CH2:7]1.[CH3:28][C:29]([CH3:31])=[O:30]. (3) The reactants are: C[O:2][C:3](=O)[C:4]1[CH:9]=[CH:8][C:7]([C:10]([F:13])([F:12])[F:11])=[C:6]([CH2:14][CH:15]([CH3:17])[CH3:16])[CH:5]=1.[BH4-].[Li+].Cl. Given the product [CH2:14]([C:6]1[CH:5]=[C:4]([CH2:3][OH:2])[CH:9]=[CH:8][C:7]=1[C:10]([F:13])([F:12])[F:11])[CH:15]([CH3:17])[CH3:16], predict the reactants needed to synthesize it. (4) Given the product [F:45][C:42]1[CH:41]=[CH:40][C:39]([C:37]2[N:36]=[CH:35][N:34]=[C:33]([NH:1][C:2]3[CH:7]=[CH:6][C:5]([CH2:8][C@H:9]([NH:28][C:29](=[O:31])[CH3:30])[C@@H:10]4[O:14][C:13](=[O:15])[N:12]([C:16]5([C:19]6[CH:24]=[CH:23][CH:22]=[C:21]([CH:25]([CH3:27])[CH3:26])[CH:20]=6)[CH2:18][CH2:17]5)[CH2:11]4)=[CH:4][CH:3]=3)[CH:38]=2)=[CH:44][CH:43]=1, predict the reactants needed to synthesize it. The reactants are: [NH2:1][C:2]1[CH:7]=[CH:6][C:5]([CH2:8][C@H:9]([NH:28][C:29](=[O:31])[CH3:30])[C@@H:10]2[O:14][C:13](=[O:15])[N:12]([C:16]3([C:19]4[CH:24]=[CH:23][CH:22]=[C:21]([CH:25]([CH3:27])[CH3:26])[CH:20]=4)[CH2:18][CH2:17]3)[CH2:11]2)=[CH:4][CH:3]=1.Cl[C:33]1[CH:38]=[C:37]([C:39]2[CH:44]=[CH:43][C:42]([F:45])=[CH:41][CH:40]=2)[N:36]=[CH:35][N:34]=1.Cl.